Dataset: Forward reaction prediction with 1.9M reactions from USPTO patents (1976-2016). Task: Predict the product of the given reaction. (1) Given the reactants [Cl:1][C:2]1[C:3]([CH:32]=O)=[C:4]([O:27][C:28]([F:31])([F:30])[F:29])[CH:5]=[C:6]2[C:11]=1[NH:10][C:9](=[O:12])[N:8]([CH2:13][C:14]1[CH:19]=[C:18]([Cl:20])[CH:17]=[CH:16][C:15]=1[S:21]([CH2:24][CH3:25])(=[O:23])=[O:22])[C:7]2=[O:26].[CH3:34][N:35]([CH3:41])[C@@H:36]1[CH2:40][CH2:39][NH:38][CH2:37]1, predict the reaction product. The product is: [Cl:1][C:2]1[C:3]([CH2:32][N:38]2[CH2:39][CH2:40][C@@H:36]([N:35]([CH3:41])[CH3:34])[CH2:37]2)=[C:4]([O:27][C:28]([F:30])([F:29])[F:31])[CH:5]=[C:6]2[C:11]=1[NH:10][C:9](=[O:12])[N:8]([CH2:13][C:14]1[CH:19]=[C:18]([Cl:20])[CH:17]=[CH:16][C:15]=1[S:21]([CH2:24][CH3:25])(=[O:22])=[O:23])[C:7]2=[O:26]. (2) Given the reactants C1(C(C)C([O:10][C:11]2[C:20]3[C:15](=[N:16][CH:17]=[CH:18][CH:19]=3)[N:14]([C:21]3[CH:26]=[CH:25][CH:24]=[C:23]([O:27][C:28]([F:31])([F:30])[F:29])[CH:22]=3)[C:13](=[O:32])[CH:12]=2)=O)C=CC=CC=1.[CH2:34](N(CC)CC)C.[C-]#N.[K+].C1[O:61][CH2:60][CH2:59]OCCOCCOCCOCCOC1.[C:62]1(C)[CH:67]=[CH:66][CH:65]=[CH:64][CH:63]=1, predict the reaction product. The product is: [OH:10][C:11]1[C:20]2[C:15](=[N:16][CH:17]=[CH:18][CH:19]=2)[N:14]([C:21]2[CH:26]=[CH:25][CH:24]=[C:23]([O:27][C:28]([F:29])([F:31])[F:30])[CH:22]=2)[C:13](=[O:32])[C:12]=1[C:60](=[O:61])[CH:59]([C:62]1[CH:67]=[CH:66][CH:65]=[CH:64][CH:63]=1)[CH3:34]. (3) Given the reactants [CH2:1]([N:8]1[C:16]2[C:15](=[O:17])[N:14]([CH2:18][CH2:19][CH2:20][O:21][CH:22]3[CH2:27][CH2:26][CH2:25][CH2:24][O:23]3)[C:13](=[O:28])[N:12]([CH2:29][O:30][CH2:31][CH2:32][Si:33]([CH3:36])([CH3:35])[CH3:34])[C:11]=2[N:10]=[C:9]1Cl)[C:2]1[CH:7]=[CH:6][CH:5]=[CH:4][CH:3]=1.[F:38][C:39]([F:49])([F:48])[O:40][C:41]1[CH:42]=[C:43]([OH:47])[CH:44]=[CH:45][CH:46]=1.C(=O)([O-])[O-].[K+].[K+], predict the reaction product. The product is: [CH2:1]([N:8]1[C:16]2[C:15](=[O:17])[N:14]([CH2:18][CH2:19][CH2:20][O:21][CH:22]3[CH2:27][CH2:26][CH2:25][CH2:24][O:23]3)[C:13](=[O:28])[N:12]([CH2:29][O:30][CH2:31][CH2:32][Si:33]([CH3:36])([CH3:35])[CH3:34])[C:11]=2[N:10]=[C:9]1[O:47][C:43]1[CH:44]=[CH:45][CH:46]=[C:41]([O:40][C:39]([F:38])([F:48])[F:49])[CH:42]=1)[C:2]1[CH:7]=[CH:6][CH:5]=[CH:4][CH:3]=1. (4) Given the reactants [Cl:1][C:2]1[CH:7]=[CH:6][C:5]([S:8]([N:11]([CH2:18][CH3:19])[C:12]2[CH:17]=[CH:16][CH:15]=[CH:14][CH:13]=2)(=[O:10])=[O:9])=[CH:4][C:3]=1[NH:20][C:21]([NH:23][C:24]1[CH:29]=[CH:28][CH:27]=[CH:26][C:25]=1[C:30]#[N:31])=[O:22], predict the reaction product. The product is: [Cl:1][C:2]1[CH:7]=[CH:6][C:5]([S:8]([N:11]([CH2:18][CH3:19])[C:12]2[CH:13]=[CH:14][CH:15]=[CH:16][CH:17]=2)(=[O:9])=[O:10])=[CH:4][C:3]=1[N:20]1[C:30](=[NH:31])[C:25]2[C:24](=[CH:29][CH:28]=[CH:27][CH:26]=2)[NH:23][C:21]1=[O:22]. (5) Given the reactants C[N:2](C)[CH:3]=[CH:4][C:5]#N.CC[O-].[Na+].Cl.[C:13]([O:17][C:18](=[O:26])[NH:19][C:20]1([C:23](=[NH:25])[NH2:24])[CH2:22][CH2:21]1)([CH3:16])([CH3:15])[CH3:14].[NH4+].[Cl-].N, predict the reaction product. The product is: [C:13]([O:17][C:18](=[O:26])[NH:19][C:20]1([C:23]2[N:24]=[C:3]([NH2:2])[CH:4]=[CH:5][N:25]=2)[CH2:22][CH2:21]1)([CH3:16])([CH3:14])[CH3:15]. (6) Given the reactants [S:1]1[CH:5]=[CH:4][CH:3]=[C:2]1[S:6](Cl)(=[O:8])=[O:7].[C:10]1([NH:16][CH:17]2[CH2:22][CH2:21][N:20]([C:23]([O:25][CH2:26][C@@H:27]([N:29]([CH2:37][C:38]3[CH:43]=[CH:42][CH:41]=[CH:40][CH:39]=3)[CH2:30][C:31]3[CH:36]=[CH:35][CH:34]=[CH:33][CH:32]=3)[CH3:28])=[O:24])[CH2:19][CH2:18]2)[CH:15]=[CH:14][CH:13]=[CH:12][CH:11]=1, predict the reaction product. The product is: [C:10]1([N:16]([CH:17]2[CH2:22][CH2:21][N:20]([C:23]([O:25][CH2:26][C@@H:27]([N:29]([CH2:30][C:31]3[CH:32]=[CH:33][CH:34]=[CH:35][CH:36]=3)[CH2:37][C:38]3[CH:39]=[CH:40][CH:41]=[CH:42][CH:43]=3)[CH3:28])=[O:24])[CH2:19][CH2:18]2)[S:6]([C:2]2[S:1][CH:5]=[CH:4][CH:3]=2)(=[O:8])=[O:7])[CH:11]=[CH:12][CH:13]=[CH:14][CH:15]=1. (7) Given the reactants [C:1]1([C@H:7]([NH:9][C:10]([C:12]2[CH:13]=[N:14][C:15]3[C:20]([CH:21]=2)=[CH:19][CH:18]=[C:17]([NH:22][C:23]([C:25]2[C:26]([C:31]4[CH:36]=[CH:35][C:34]([C:37]([F:40])([F:39])[F:38])=[CH:33][CH:32]=4)=[CH:27][CH:28]=[CH:29][CH:30]=2)=[O:24])[CH:16]=3)=[O:11])[CH3:8])[CH:6]=[CH:5][CH:4]=[CH:3][CH:2]=1.[CH2:41](S([O-])(=O)=O)C, predict the reaction product. The product is: [C:1]1([CH:7]([NH:9][C:10]([C:12]2[CH:13]=[N:14][C:15]3[C:20]([CH:21]=2)=[CH:19][CH:18]=[C:17]([NH:22][C:23]([C:25]2[C:26]([C:31]4[CH:32]=[CH:33][C:34]([C:37]([F:40])([F:38])[F:39])=[CH:35][CH:36]=4)=[CH:27][CH:28]=[CH:29][CH:30]=2)=[O:24])[CH:16]=3)=[O:11])[CH2:8][CH3:41])[CH:6]=[CH:5][CH:4]=[CH:3][CH:2]=1. (8) Given the reactants [Cl:1][C:2]1[CH:7]=[CH:6][C:5](B(O)O)=[CH:4][CH:3]=1.[Cl:11][C:12]1[C:17]([CH3:18])=[C:16](Cl)[N:15]=[CH:14][N:13]=1.ClC1C(C)=C(C2C=CC(C(F)(F)F)=CC=2)N=CN=1, predict the reaction product. The product is: [Cl:11][C:12]1[C:17]([CH3:18])=[C:16]([C:5]2[CH:6]=[CH:7][C:2]([Cl:1])=[CH:3][CH:4]=2)[N:15]=[CH:14][N:13]=1. (9) Given the reactants C1[CH:5]2[C@@H:6]3[CH:10]=[CH:9][C@H:8]([CH:4]2C=C1)[CH2:7]3.[CH2:11]([O:15][C:16](=[O:19])C=C)[CH2:12][CH2:13][CH3:14].C1(C=CC(O)=CC=1)O, predict the reaction product. The product is: [CH2:11]([O:15][C:16]([C:6]12[CH2:7][CH:8]([CH2:4][CH2:5]1)[CH:9]=[CH:10]2)=[O:19])[CH2:12][CH2:13][CH3:14]. (10) Given the reactants [CH2:1]([O:5][C:6]1[CH:11]=[CH:10][C:9]([CH2:12][C@H:13]([NH:18][C:19]([C@@H:21](/[CH:31]=[CH:32]/[CH2:33][CH2:34][CH2:35][CH2:36][CH2:37][CH2:38][C:39]([F:48])([F:47])[CH2:40][CH2:41][CH2:42][CH2:43][CH2:44][CH2:45][CH3:46])[C@@:22]([OH:30])([CH2:26][CH2:27][O:28][CH3:29])[C:23]([O-:25])=[O:24])=[O:20])[C:14]([O:16][CH3:17])=[O:15])=[CH:8][CH:7]=1)[C:2]#[C:3][CH3:4].FC(F)(F)C(O)=O, predict the reaction product. The product is: [CH2:1]([O:5][C:6]1[CH:7]=[CH:8][C:9]([CH2:12][C@H:13]([NH:18][C:19]([C@@H:21](/[CH:31]=[CH:32]/[CH2:33][CH2:34][CH2:35][CH2:36][CH2:37][CH2:38][C:39]([F:47])([F:48])[CH2:40][CH2:41][CH2:42][CH2:43][CH2:44][CH2:45][CH3:46])[C@@:22]([OH:30])([CH2:26][CH2:27][O:28][CH3:29])[C:23]([OH:25])=[O:24])=[O:20])[C:14]([O:16][CH3:17])=[O:15])=[CH:10][CH:11]=1)[C:2]#[C:3][CH3:4].